Dataset: NCI-60 drug combinations with 297,098 pairs across 59 cell lines. Task: Regression. Given two drug SMILES strings and cell line genomic features, predict the synergy score measuring deviation from expected non-interaction effect. (1) Drug 1: C(=O)(N)NO. Drug 2: CC(C)(C#N)C1=CC(=CC(=C1)CN2C=NC=N2)C(C)(C)C#N. Cell line: SNB-19. Synergy scores: CSS=-1.19, Synergy_ZIP=1.20, Synergy_Bliss=1.13, Synergy_Loewe=-1.54, Synergy_HSA=-0.911. (2) Drug 1: C1=CC(=CC=C1CC(C(=O)O)N)N(CCCl)CCCl.Cl. Drug 2: CN1C(=O)N2C=NC(=C2N=N1)C(=O)N. Cell line: NCI-H522. Synergy scores: CSS=9.22, Synergy_ZIP=2.90, Synergy_Bliss=5.67, Synergy_Loewe=-8.03, Synergy_HSA=0.577. (3) Synergy scores: CSS=49.4, Synergy_ZIP=-2.57, Synergy_Bliss=-6.83, Synergy_Loewe=-7.56, Synergy_HSA=-3.25. Drug 2: CCN(CC)CCCC(C)NC1=C2C=C(C=CC2=NC3=C1C=CC(=C3)Cl)OC. Drug 1: C1=NC2=C(N1)C(=S)N=C(N2)N. Cell line: CCRF-CEM. (4) Drug 1: CCC1=CC2CC(C3=C(CN(C2)C1)C4=CC=CC=C4N3)(C5=C(C=C6C(=C5)C78CCN9C7C(C=CC9)(C(C(C8N6C)(C(=O)OC)O)OC(=O)C)CC)OC)C(=O)OC.C(C(C(=O)O)O)(C(=O)O)O. Drug 2: B(C(CC(C)C)NC(=O)C(CC1=CC=CC=C1)NC(=O)C2=NC=CN=C2)(O)O. Cell line: EKVX. Synergy scores: CSS=11.5, Synergy_ZIP=-1.04, Synergy_Bliss=-1.74, Synergy_Loewe=0.759, Synergy_HSA=-0.224. (5) Drug 1: CC(CN1CC(=O)NC(=O)C1)N2CC(=O)NC(=O)C2. Drug 2: C(CN)CNCCSP(=O)(O)O. Cell line: U251. Synergy scores: CSS=25.8, Synergy_ZIP=-6.98, Synergy_Bliss=-2.95, Synergy_Loewe=-14.7, Synergy_HSA=-2.69. (6) Drug 1: CC1=C(C(=CC=C1)Cl)NC(=O)C2=CN=C(S2)NC3=CC(=NC(=N3)C)N4CCN(CC4)CCO. Drug 2: C1CNP(=O)(OC1)N(CCCl)CCCl. Cell line: NCI-H322M. Synergy scores: CSS=-1.69, Synergy_ZIP=2.33, Synergy_Bliss=3.33, Synergy_Loewe=1.09, Synergy_HSA=0.191. (7) Drug 1: C1CCN(CC1)CCOC2=CC=C(C=C2)C(=O)C3=C(SC4=C3C=CC(=C4)O)C5=CC=C(C=C5)O. Drug 2: CC1C(C(=O)NC(C(=O)N2CCCC2C(=O)N(CC(=O)N(C(C(=O)O1)C(C)C)C)C)C(C)C)NC(=O)C3=C4C(=C(C=C3)C)OC5=C(C(=O)C(=C(C5=N4)C(=O)NC6C(OC(=O)C(N(C(=O)CN(C(=O)C7CCCN7C(=O)C(NC6=O)C(C)C)C)C)C(C)C)C)N)C. Cell line: KM12. Synergy scores: CSS=16.9, Synergy_ZIP=-5.68, Synergy_Bliss=-8.99, Synergy_Loewe=-51.9, Synergy_HSA=-13.0. (8) Drug 2: C1=CC=C(C(=C1)C(C2=CC=C(C=C2)Cl)C(Cl)Cl)Cl. Synergy scores: CSS=44.2, Synergy_ZIP=5.63, Synergy_Bliss=5.59, Synergy_Loewe=-45.6, Synergy_HSA=5.95. Cell line: HOP-92. Drug 1: COC1=CC(=CC(=C1O)OC)C2C3C(COC3=O)C(C4=CC5=C(C=C24)OCO5)OC6C(C(C7C(O6)COC(O7)C8=CC=CS8)O)O. (9) Drug 1: C1C(C(OC1N2C=NC3=C(N=C(N=C32)Cl)N)CO)O. Drug 2: CC1C(C(CC(O1)OC2CC(CC3=C2C(=C4C(=C3O)C(=O)C5=CC=CC=C5C4=O)O)(C(=O)C)O)N)O. Cell line: SK-MEL-28. Synergy scores: CSS=60.9, Synergy_ZIP=-7.38, Synergy_Bliss=-5.94, Synergy_Loewe=-3.46, Synergy_HSA=-2.03.